From a dataset of Full USPTO retrosynthesis dataset with 1.9M reactions from patents (1976-2016). Predict the reactants needed to synthesize the given product. (1) Given the product [CH:1]1[C:10]2[C:5](=[CH:6][CH:7]=[N:8][CH:9]=2)[CH:4]=[C:3]([C:11]([N:14]=[N+:15]=[N-:17])=[O:13])[N:2]=1, predict the reactants needed to synthesize it. The reactants are: [CH:1]1[C:10]2[C:5](=[CH:6][CH:7]=[N:8][CH:9]=2)[CH:4]=[C:3]([C:11]([O-:13])=O)[N:2]=1.[NH2:14][NH2:15].Cl.[N:17]([O-])=O.[Na+].C([O-])(O)=O.[Na+]. (2) Given the product [CH2:1]([N:3]1[CH2:8][CH2:7][CH:6]([C:9]2[CH:14]=[CH:13][CH:12]=[C:11]([C:15]3([CH3:20])[O:16][CH2:17][CH2:18][O:19]3)[C:10]=2[F:21])[CH2:5][CH2:4]1)[CH3:2], predict the reactants needed to synthesize it. The reactants are: [CH2:1]([N:3]1[CH2:8][CH:7]=[C:6]([C:9]2[CH:14]=[CH:13][CH:12]=[C:11]([C:15]3([CH3:20])[O:19][CH2:18][CH2:17][O:16]3)[C:10]=2[F:21])[CH2:5][CH2:4]1)[CH3:2].Cl. (3) The reactants are: [NH:1]1[CH2:6][CH2:5][CH:4]([NH:7][C:8](=[O:14])[O:9][C:10]([CH3:13])([CH3:12])[CH3:11])[CH2:3][CH2:2]1.C(N(CC)CC)C.[CH3:22][N:23]([CH3:27])[C:24](Cl)=[O:25].C(OCC)(=O)C. Given the product [CH3:22][N:23]([CH3:27])[C:24]([N:1]1[CH2:2][CH2:3][CH:4]([NH:7][C:8](=[O:14])[O:9][C:10]([CH3:11])([CH3:13])[CH3:12])[CH2:5][CH2:6]1)=[O:25], predict the reactants needed to synthesize it. (4) Given the product [F:35][C:24]1[CH:23]=[C:22]([C:36]([OH:39])([CH3:37])[CH3:38])[CH:21]=[C:20]([F:19])[C:25]=1[C:41]1[N:46]=[C:45]([C:47]([OH:49])=[O:48])[CH:44]=[CH:43][C:42]=1[F:51], predict the reactants needed to synthesize it. The reactants are: FC1C=C(OC)C=C(F)C=1C1SC=C(C(O)=O)N=1.[F:19][C:20]1[CH:21]=[C:22]([C:36]([OH:39])([CH3:38])[CH3:37])[CH:23]=[C:24]([F:35])[C:25]=1B1OC(C)(C)C(C)(C)O1.Br[C:41]1[N:46]=[C:45]([C:47]([O:49]C)=[O:48])[CH:44]=[CH:43][C:42]=1[F:51]. (5) Given the product [ClH:18].[CH3:25][C:21]1[N:20]=[C:19]([N:13]2[C:12]3[CH:14]=[CH:15][CH:16]=[CH:17][C:11]=3[N:10]=[C:9]2/[CH:1]=[CH:2]/[C:3]2[CH:4]=[CH:5][CH:6]=[CH:7][CH:8]=2)[CH:24]=[CH:23][CH:22]=1, predict the reactants needed to synthesize it. The reactants are: [CH:1]([C:9]1[NH:13][C:12]2[CH:14]=[CH:15][CH:16]=[CH:17][C:11]=2[N:10]=1)=[CH:2][C:3]1[CH:8]=[CH:7][CH:6]=[CH:5][CH:4]=1.[Cl:18][C:19]1[CH:24]=[CH:23][CH:22]=[C:21]([CH3:25])[N:20]=1.N1C=CC=CC=1N1C2C=CC=CC=2N=C1/C=C/C1C=CC=CC=1.Cl. (6) Given the product [C:29]([O:28][C:26]([N:10]([CH2:9][CH2:8][C:3]1[CH:4]=[CH:5][CH:6]=[CH:7][C:2]=1[OH:1])[CH:11]1[CH2:20][CH2:19][CH2:18][C:17]2[N:16]=[C:15]([C:21]([O:23][CH2:24][CH3:25])=[O:22])[CH:14]=[CH:13][C:12]1=2)=[O:27])([CH3:32])([CH3:31])[CH3:30], predict the reactants needed to synthesize it. The reactants are: [OH:1][C:2]1[CH:7]=[CH:6][CH:5]=[CH:4][C:3]=1[CH2:8][CH2:9][NH:10][CH:11]1[CH2:20][CH2:19][CH2:18][C:17]2[N:16]=[C:15]([C:21]([O:23][CH2:24][CH3:25])=[O:22])[CH:14]=[CH:13][C:12]1=2.[C:26](O[C:26]([O:28][C:29]([CH3:32])([CH3:31])[CH3:30])=[O:27])([O:28][C:29]([CH3:32])([CH3:31])[CH3:30])=[O:27].